From a dataset of Forward reaction prediction with 1.9M reactions from USPTO patents (1976-2016). Predict the product of the given reaction. Given the reactants [CH3:1][C:2]1[C:3]([CH3:34])=[CH:4][C:5]2[N:14]([CH2:15][CH2:16][NH:17][C:18]3[CH:30]=[CH:29][CH:28]=[CH:27][C:19]=3[C:20]([O:22]C(C)(C)C)=[O:21])[C:13]3[C:8]([C:9](=[O:32])[NH:10][C:11](=[O:31])[N:12]=3)=[N:7][C:6]=2[CH:33]=1.C(O)(C(F)(F)F)=O, predict the reaction product. The product is: [CH3:1][C:2]1[C:3]([CH3:34])=[CH:4][C:5]2[N:14]([CH2:15][CH2:16][NH:17][C:18]3[CH:30]=[CH:29][CH:28]=[CH:27][C:19]=3[C:20]([OH:22])=[O:21])[C:13]3[C:8]([C:9](=[O:32])[NH:10][C:11](=[O:31])[N:12]=3)=[N:7][C:6]=2[CH:33]=1.